Dataset: Catalyst prediction with 721,799 reactions and 888 catalyst types from USPTO. Task: Predict which catalyst facilitates the given reaction. (1) Reactant: [Br:1][C:2]1[CH:7]=[CH:6][C:5]([OH:8])=[C:4]([O:9][CH3:10])[CH:3]=1.Br[CH2:12][CH2:13][CH2:14][C:15]([O:17][CH2:18][CH3:19])=[O:16].C(=O)([O-])[O-].[K+].[K+]. Product: [Br:1][C:2]1[CH:7]=[CH:6][C:5]([O:8][CH2:12][CH2:13][CH2:14][C:15]([O:17][CH2:18][CH3:19])=[O:16])=[C:4]([O:9][CH3:10])[CH:3]=1. The catalyst class is: 21. (2) Reactant: O(C)[Na].Br.Br.[NH:6]1[CH2:11][CH2:10][CH:9]([NH:12][C:13]2[NH:17][C:16]3[CH:18]=[CH:19][CH:20]=[CH:21][C:15]=3[N:14]=2)[CH2:8][CH2:7]1.[CH3:22][C:23]([O:26][C:27](O[C:27]([O:26][C:23]([CH3:25])([CH3:24])[CH3:22])=[O:28])=[O:28])([CH3:25])[CH3:24]. Product: [NH:17]1[C:16]2[CH:18]=[CH:19][CH:20]=[CH:21][C:15]=2[N:14]=[C:13]1[NH:12][CH:9]1[CH2:8][CH2:7][N:6]([C:27]([O:26][C:23]([CH3:25])([CH3:24])[CH3:22])=[O:28])[CH2:11][CH2:10]1. The catalyst class is: 5.